This data is from Forward reaction prediction with 1.9M reactions from USPTO patents (1976-2016). The task is: Predict the product of the given reaction. (1) The product is: [CH3:1][O:2][C:3]1[CH:8]=[CH:7][C:6]([C:9]2[CH:10]=[C:11]([CH:22]3[CH2:27][CH2:26][N:25]([C:32](=[O:38])[N:49]([OH:50])[CH3:48])[CH2:24][CH2:23]3)[O:12][C:13]=2[C:14]2[CH:19]=[CH:18][C:17]([O:20][CH3:21])=[CH:16][CH:15]=2)=[CH:5][CH:4]=1. Given the reactants [CH3:1][O:2][C:3]1[CH:8]=[CH:7][C:6]([C:9]2[CH:10]=[C:11]([CH:22]3[CH2:27][CH2:26][NH:25][CH2:24][CH2:23]3)[O:12][C:13]=2[C:14]2[CH:19]=[CH:18][C:17]([O:20][CH3:21])=[CH:16][CH:15]=2)=[CH:5][CH:4]=1.ClC(Cl)(O[C:32](=[O:38])OC(Cl)(Cl)Cl)Cl.C(N(CC)CC)C.Cl.[CH3:48][NH:49][OH:50].[Cl-].[NH4+], predict the reaction product. (2) Given the reactants [C:1]([CH2:3][CH2:4][CH2:5][C:6]1[C:7]([C:18]2[CH:23]=[CH:22][N:21]=[CH:20][CH:19]=2)=[C:8]([C:11]2[CH:16]=[CH:15][C:14]([F:17])=[CH:13][CH:12]=2)[NH:9][CH:10]=1)#[N:2].[H-].[Al+3].[Li+].[H-].[H-].[H-].[OH-].[Na+].O, predict the reaction product. The product is: [NH2:2][CH2:1][CH2:3][CH2:4][CH2:5][C:6]1[C:7]([C:18]2[CH:19]=[CH:20][N:21]=[CH:22][CH:23]=2)=[C:8]([C:11]2[CH:12]=[CH:13][C:14]([F:17])=[CH:15][CH:16]=2)[NH:9][CH:10]=1. (3) Given the reactants [CH3:1][O:2][C:3]1[CH:4]=[C:5]2[C:10](=[CH:11][C:12]=1[O:13][CH3:14])[N:9]=[CH:8][CH:7]=[C:6]2[O:15][C:16]1[CH:22]=[CH:21][C:19]([NH2:20])=[C:18]([F:23])[CH:17]=1.ClC(Cl)(O[C:28](=[O:34])OC(Cl)(Cl)Cl)Cl.[NH2:36][CH2:37][C:38]1[CH:43]=[CH:42][CH:41]=[CH:40][N:39]=1.C(=O)([O-])O.[Na+], predict the reaction product. The product is: [CH3:1][O:2][C:3]1[CH:4]=[C:5]2[C:10](=[CH:11][C:12]=1[O:13][CH3:14])[N:9]=[CH:8][CH:7]=[C:6]2[O:15][C:16]1[CH:22]=[CH:21][C:19]([NH:20][C:28]([NH:36][CH2:37][C:38]2[CH:43]=[CH:42][CH:41]=[CH:40][N:39]=2)=[O:34])=[C:18]([F:23])[CH:17]=1.